From a dataset of Forward reaction prediction with 1.9M reactions from USPTO patents (1976-2016). Predict the product of the given reaction. (1) Given the reactants [C:1]([O:5][C:6](=[O:15])[NH:7][C:8]1[CH:13]=[C:12]([Cl:14])[CH:11]=[CH:10][N:9]=1)([CH3:4])([CH3:3])[CH3:2].[Li]CCCC.CN([CH:24]=[O:25])C, predict the reaction product. The product is: [Cl:14][C:12]1[CH:11]=[CH:10][N:9]=[C:8]([NH:7][C:6](=[O:15])[O:5][C:1]([CH3:4])([CH3:2])[CH3:3])[C:13]=1[CH:24]=[O:25]. (2) Given the reactants C[N:2]([C:4]([S-:6])=[S:5])[CH3:3].[CH3:7][N:8]([C:10]([S-:12])=[S:11])C.[Zn+2:13].CCC(NC(C1C=C(Cl)C(C)=C(Cl)C=1)=O)(C(CCl)=O)C, predict the reaction product. The product is: [CH2:7]([NH:8][C:10]([S-:12])=[S:11])[CH2:3][NH:2][C:4]([S-:6])=[S:5].[Zn+2:13]. (3) Given the reactants ClC1C(C(O)=O)=CN=C2N(CC)N=CC=12.[CH2:16]([NH:23][C:24]([C:26]1[C:27]([Cl:37])=[C:28]2[CH:34]=[N:33][N:32]([CH2:35][CH3:36])[C:29]2=[N:30][CH:31]=1)=[O:25])[C:17]1C=CC=C[CH:18]=1.CCN(C(C)C)C(C)C.C(N)CC, predict the reaction product. The product is: [Cl:37][C:27]1[C:26]([C:24]([NH:23][CH2:16][CH2:17][CH3:18])=[O:25])=[CH:31][N:30]=[C:29]2[N:32]([CH2:35][CH3:36])[N:33]=[CH:34][C:28]=12.